From a dataset of NCI-60 drug combinations with 297,098 pairs across 59 cell lines. Regression. Given two drug SMILES strings and cell line genomic features, predict the synergy score measuring deviation from expected non-interaction effect. Drug 1: C1=CC(=CC=C1CCCC(=O)O)N(CCCl)CCCl. Drug 2: C(=O)(N)NO. Cell line: IGROV1. Synergy scores: CSS=29.1, Synergy_ZIP=0.371, Synergy_Bliss=-0.852, Synergy_Loewe=-7.10, Synergy_HSA=1.06.